From a dataset of Full USPTO retrosynthesis dataset with 1.9M reactions from patents (1976-2016). Predict the reactants needed to synthesize the given product. (1) Given the product [C:1]([C:3]1[C:4]([N:18]2[CH2:23][CH2:22][N:21]([C:25]([NH:24][CH2:27][CH2:28][C:29]3[S:30][CH:31]=[CH:32][CH:33]=3)=[O:26])[CH2:20][CH2:19]2)=[N:5][C:6]([C:14]([F:15])([F:17])[F:16])=[C:7]([CH:13]=1)[C:8]([O:10][CH2:11][CH3:12])=[O:9])#[N:2], predict the reactants needed to synthesize it. The reactants are: [C:1]([C:3]1[C:4]([N:18]2[CH2:23][CH2:22][NH:21][CH2:20][CH2:19]2)=[N:5][C:6]([C:14]([F:17])([F:16])[F:15])=[C:7]([CH:13]=1)[C:8]([O:10][CH2:11][CH3:12])=[O:9])#[N:2].[N:24]([CH2:27][CH2:28][C:29]1[S:30][CH:31]=[CH:32][CH:33]=1)=[C:25]=[O:26]. (2) Given the product [NH2:1][C:2]1[C:7]([NH2:8])=[CH:6][C:5]([CH:11]2[CH2:15][CH2:14][CH2:13][N:12]2[C:16]([O:18][C:19]([CH3:22])([CH3:20])[CH3:21])=[O:17])=[C:4]([O:23][C:24]2[CH:25]=[CH:26][C:27]([C:30]3[CH:35]=[CH:34][CH:33]=[CH:32][C:31]=3[F:36])=[CH:28][CH:29]=2)[CH:3]=1, predict the reactants needed to synthesize it. The reactants are: [NH2:1][C:2]1[C:7]([N+:8]([O-])=O)=[CH:6][C:5]([CH:11]2[CH2:15][CH2:14][CH2:13][N:12]2[C:16]([O:18][C:19]([CH3:22])([CH3:21])[CH3:20])=[O:17])=[C:4]([O:23][C:24]2[CH:29]=[CH:28][C:27]([C:30]3[CH:35]=[CH:34][CH:33]=[CH:32][C:31]=3[F:36])=[CH:26][CH:25]=2)[CH:3]=1.[H][H].